From a dataset of Full USPTO retrosynthesis dataset with 1.9M reactions from patents (1976-2016). Predict the reactants needed to synthesize the given product. (1) Given the product [C@H:24]([O:27][C:8]1[C:9]([C:17]2[CH:18]=[CH:19][C:14]([Cl:13])=[CH:15][CH:16]=2)=[CH:10][C:5]([C:3]([NH:28][C@@H:29]2[CH2:34][CH2:33][CH2:32][CH2:31][C@H:30]2[OH:35])=[O:4])=[CH:6][N:7]=1)([CH2:25][CH3:26])[CH3:23], predict the reactants needed to synthesize it. The reactants are: CO[C:3]([C:5]1[CH:6]=[N:7][C:8](Cl)=[C:9](Br)[CH:10]=1)=[O:4].[Cl:13][C:14]1[CH:19]=[CH:18][C:17](B(O)O)=[CH:16][CH:15]=1.[CH3:23][C@@H:24]([OH:27])[CH2:25][CH3:26].[NH2:28][C@@H:29]1[CH2:34][CH2:33][CH2:32][CH2:31][C@H:30]1[OH:35]. (2) Given the product [CH3:1][C@H:2]1[CH2:7][N:6]([CH3:30])[CH2:5][CH2:4][N:3]1[C:8]1[CH:9]=[CH:10][C:11]2[NH:15][C:14]([C:16]3[C:24]4[C:19](=[CH:20][C:21]([Cl:25])=[CH:22][CH:23]=4)[NH:18][N:17]=3)=[N:13][C:12]=2[CH:26]=1, predict the reactants needed to synthesize it. The reactants are: [CH3:1][C@H:2]1[CH2:7][NH:6][CH2:5][CH2:4][N:3]1[C:8]1[CH:9]=[CH:10][C:11]2[NH:15][C:14]([C:16]3[C:24]4[C:19](=[CH:20][C:21]([Cl:25])=[CH:22][CH:23]=4)[NH:18][N:17]=3)=[N:13][C:12]=2[CH:26]=1.C=O.[BH3-][C:30]#N.[Na+]. (3) Given the product [CH3:56][O:57][C:58](=[O:71])[CH2:59][CH2:60][NH:61][C:62](=[O:70])[C:63]1[CH:68]=[CH:67][C:66]([O:13][CH:8]([C:6]2[CH:5]=[C:4]([CH3:14])[C:3]([C:15]3[CH:16]=[CH:17][C:18]([C:21]([F:22])([F:23])[F:24])=[CH:19][CH:20]=3)=[C:2]([CH3:1])[CH:7]=2)[CH2:9][CH:10]([CH3:12])[CH3:11])=[CH:65][CH:64]=1, predict the reactants needed to synthesize it. The reactants are: [CH3:1][C:2]1[CH:7]=[C:6]([CH:8]([OH:13])[CH2:9][CH:10]([CH3:12])[CH3:11])[CH:5]=[C:4]([CH3:14])[C:3]=1[C:15]1[CH:20]=[CH:19][C:18]([C:21]([F:24])([F:23])[F:22])=[CH:17][CH:16]=1.N(C(N1CCCCC1)=O)=NC(N1CCCCC1)=O.C(P(CCCC)CCCC)CCC.[CH3:56][O:57][C:58](=[O:71])[CH2:59][CH2:60][NH:61][C:62](=[O:70])[C:63]1[CH:68]=[CH:67][C:66](O)=[CH:65][CH:64]=1. (4) Given the product [NH2:24][C:8]1[N:7]=[C:6]([O:5][CH2:1][CH2:2][CH2:3][CH3:4])[N:14]=[C:13]2[C:9]=1[NH:10][C:11](=[O:22])[N:12]2[CH2:15][CH:16]1[CH2:21][CH2:20][CH2:19][N:18]([CH2:26][CH:27]([CH3:29])[CH3:28])[CH2:17]1, predict the reactants needed to synthesize it. The reactants are: [CH2:1]([O:5][C:6]1[N:14]=[C:13]2[C:9]([N:10]=[C:11]([O:22]C)[N:12]2[CH2:15][CH:16]2[CH2:21][CH2:20][CH2:19][NH:18][CH2:17]2)=[C:8]([NH2:24])[N:7]=1)[CH2:2][CH2:3][CH3:4].I[CH2:26][CH:27]([CH3:29])[CH3:28]. (5) Given the product [CH:12]1([C:18]([O:20][CH:21]([O:23][C:24]([NH:11][CH2:10][C@H:2]2[CH2:3][CH2:4][C@H:5]([C:7]([OH:9])=[O:8])[CH2:6][CH2:1]2)=[O:25])[CH3:22])=[O:19])[CH2:13][CH2:14][CH2:15][CH2:16][CH2:17]1, predict the reactants needed to synthesize it. The reactants are: [CH2:1]1[CH2:6][C@H:5]([C:7]([OH:9])=[O:8])[CH2:4][CH2:3][C@H:2]1[CH2:10][NH2:11].[CH:12]1([C:18]([O:20][CH:21]([O:23][C:24](ON2C(=O)CCC2=O)=[O:25])[CH3:22])=[O:19])[CH2:17][CH2:16][CH2:15][CH2:14][CH2:13]1. (6) Given the product [C:1]([C:3]1[S:7]/[C:6](=[N:8]\[C:9]([C:11]23[CH2:20][CH:15]4[CH2:16][CH:17]([CH2:19][CH:13]([CH2:14]4)[CH2:12]2)[CH2:18]3)=[O:10])/[N:5]([CH2:30][CH2:29][O:28][CH3:27])[CH:4]=1)#[N:2], predict the reactants needed to synthesize it. The reactants are: [C:1]([C:3]1[S:7][C:6]([NH:8][C:9]([C:11]23[CH2:20][CH:15]4[CH2:16][CH:17]([CH2:19][CH:13]([CH2:14]4)[CH2:12]2)[CH2:18]3)=[O:10])=[N:5][CH:4]=1)#[N:2].CC(C)([O-])C.[K+].[CH3:27][O:28][CH2:29][CH2:30]Br. (7) The reactants are: N[C@@H:2]([CH3:5])[CH2:3][OH:4].[NH2:6][CH:7]1[CH2:12][CH2:11][O:10][CH2:9][CH2:8]1.Cl.FC1C=[C:17]([C@@H:23]([C:25]2C=N[N:28]([CH3:30])[CH:29]=2)N)[CH:18]=[CH:19]C=1OC.Cl.[NH2:32][C@@H:33]([C:36]1[CH:41]=[CH:40][C:39]([O:42][C:43]([F:46])([F:45])F)=[CH:38][CH:37]=1)[CH2:34][OH:35]. Given the product [F:46][CH:43]([F:45])[O:42][C:39]1[CH:38]=[CH:37][C:36]([C@H:33]([NH:32][C:3]([C:2]2[CH:5]=[C:23]3[C:17](=[CH:18][CH:19]=2)[CH:30]=[N:28][C:29]([NH:6][CH:7]2[CH2:12][CH2:11][O:10][CH2:9][CH2:8]2)=[CH:25]3)=[O:4])[CH2:34][OH:35])=[CH:41][CH:40]=1, predict the reactants needed to synthesize it.